Regression. Given two drug SMILES strings and cell line genomic features, predict the synergy score measuring deviation from expected non-interaction effect. From a dataset of NCI-60 drug combinations with 297,098 pairs across 59 cell lines. (1) Drug 1: CCC(=C(C1=CC=CC=C1)C2=CC=C(C=C2)OCCN(C)C)C3=CC=CC=C3.C(C(=O)O)C(CC(=O)O)(C(=O)O)O. Drug 2: CC1C(C(CC(O1)OC2CC(CC3=C2C(=C4C(=C3O)C(=O)C5=CC=CC=C5C4=O)O)(C(=O)C)O)N)O. Cell line: PC-3. Synergy scores: CSS=51.3, Synergy_ZIP=-3.11, Synergy_Bliss=-1.91, Synergy_Loewe=-2.77, Synergy_HSA=1.91. (2) Drug 1: C1=CC(=C2C(=C1NCCNCCO)C(=O)C3=C(C=CC(=C3C2=O)O)O)NCCNCCO. Drug 2: C1CC(C1)(C(=O)O)C(=O)O.[NH2-].[NH2-].[Pt+2]. Cell line: U251. Synergy scores: CSS=61.7, Synergy_ZIP=-0.485, Synergy_Bliss=-1.94, Synergy_Loewe=-2.71, Synergy_HSA=3.05. (3) Drug 2: CC1C(C(CC(O1)OC2CC(CC3=C2C(=C4C(=C3O)C(=O)C5=CC=CC=C5C4=O)O)(C(=O)C)O)N)O. Drug 1: N.N.Cl[Pt+2]Cl. Synergy scores: CSS=35.9, Synergy_ZIP=-0.623, Synergy_Bliss=-1.58, Synergy_Loewe=-36.9, Synergy_HSA=1.47. Cell line: OVCAR-5. (4) Drug 1: C1CCC(C1)C(CC#N)N2C=C(C=N2)C3=C4C=CNC4=NC=N3. Drug 2: C1=NC2=C(N=C(N=C2N1C3C(C(C(O3)CO)O)F)Cl)N. Cell line: HS 578T. Synergy scores: CSS=5.11, Synergy_ZIP=2.00, Synergy_Bliss=7.60, Synergy_Loewe=-6.48, Synergy_HSA=1.88. (5) Drug 1: COC1=C(C=C2C(=C1)N=CN=C2NC3=CC(=C(C=C3)F)Cl)OCCCN4CCOCC4. Drug 2: CCC1(CC2CC(C3=C(CCN(C2)C1)C4=CC=CC=C4N3)(C5=C(C=C6C(=C5)C78CCN9C7C(C=CC9)(C(C(C8N6C=O)(C(=O)OC)O)OC(=O)C)CC)OC)C(=O)OC)O.OS(=O)(=O)O. Cell line: COLO 205. Synergy scores: CSS=50.5, Synergy_ZIP=14.7, Synergy_Bliss=17.9, Synergy_Loewe=-20.9, Synergy_HSA=16.2. (6) Drug 1: CC1=C2C(C(=O)C3(C(CC4C(C3C(C(C2(C)C)(CC1OC(=O)C(C(C5=CC=CC=C5)NC(=O)C6=CC=CC=C6)O)O)OC(=O)C7=CC=CC=C7)(CO4)OC(=O)C)O)C)OC(=O)C. Drug 2: CC1CCC2CC(C(=CC=CC=CC(CC(C(=O)C(C(C(=CC(C(=O)CC(OC(=O)C3CCCCN3C(=O)C(=O)C1(O2)O)C(C)CC4CCC(C(C4)OC)OP(=O)(C)C)C)C)O)OC)C)C)C)OC. Cell line: SW-620. Synergy scores: CSS=51.5, Synergy_ZIP=1.44, Synergy_Bliss=0.868, Synergy_Loewe=2.99, Synergy_HSA=4.69. (7) Drug 1: CN1CCC(CC1)COC2=C(C=C3C(=C2)N=CN=C3NC4=C(C=C(C=C4)Br)F)OC. Drug 2: CC1CCC2CC(C(=CC=CC=CC(CC(C(=O)C(C(C(=CC(C(=O)CC(OC(=O)C3CCCCN3C(=O)C(=O)C1(O2)O)C(C)CC4CCC(C(C4)OC)OCCO)C)C)O)OC)C)C)C)OC. Cell line: SW-620. Synergy scores: CSS=14.9, Synergy_ZIP=-1.04, Synergy_Bliss=1.58, Synergy_Loewe=-1.03, Synergy_HSA=1.72. (8) Drug 1: C1CCC(C1)C(CC#N)N2C=C(C=N2)C3=C4C=CNC4=NC=N3. Drug 2: C1=NC(=NC(=O)N1C2C(C(C(O2)CO)O)O)N. Cell line: HCT116. Synergy scores: CSS=16.0, Synergy_ZIP=-2.86, Synergy_Bliss=4.87, Synergy_Loewe=-14.0, Synergy_HSA=3.40.